This data is from Full USPTO retrosynthesis dataset with 1.9M reactions from patents (1976-2016). The task is: Predict the reactants needed to synthesize the given product. Given the product [O:16]1[C:20]([CH:21]=[C:10]2[CH2:9][CH2:8][C:7]3[CH:6]=[C:5]([C:3]([O:2][CH3:1])=[O:4])[CH:14]=[CH:13][C:12]=3[C:11]2=[O:15])=[CH:19][CH:18]=[N:17]1, predict the reactants needed to synthesize it. The reactants are: [CH3:1][O:2][C:3]([C:5]1[CH:14]=[CH:13][C:12]2[C:11](=[O:15])[CH2:10][CH2:9][CH2:8][C:7]=2[CH:6]=1)=[O:4].[O:16]1[C:20]([CH:21]=O)=[CH:19][CH:18]=[N:17]1.